Dataset: NCI-60 drug combinations with 297,098 pairs across 59 cell lines. Task: Regression. Given two drug SMILES strings and cell line genomic features, predict the synergy score measuring deviation from expected non-interaction effect. (1) Drug 1: CCC1(CC2CC(C3=C(CCN(C2)C1)C4=CC=CC=C4N3)(C5=C(C=C6C(=C5)C78CCN9C7C(C=CC9)(C(C(C8N6C=O)(C(=O)OC)O)OC(=O)C)CC)OC)C(=O)OC)O.OS(=O)(=O)O. Drug 2: CS(=O)(=O)OCCCCOS(=O)(=O)C. Cell line: CCRF-CEM. Synergy scores: CSS=18.5, Synergy_ZIP=-2.53, Synergy_Bliss=5.21, Synergy_Loewe=2.67, Synergy_HSA=4.70. (2) Drug 1: CC1=C(C=C(C=C1)C(=O)NC2=CC(=CC(=C2)C(F)(F)F)N3C=C(N=C3)C)NC4=NC=CC(=N4)C5=CN=CC=C5. Drug 2: C1=CC=C(C(=C1)C(C2=CC=C(C=C2)Cl)C(Cl)Cl)Cl. Cell line: NCI-H322M. Synergy scores: CSS=4.02, Synergy_ZIP=-2.27, Synergy_Bliss=-2.76, Synergy_Loewe=1.78, Synergy_HSA=-3.12. (3) Drug 1: COC1=CC(=CC(=C1O)OC)C2C3C(COC3=O)C(C4=CC5=C(C=C24)OCO5)OC6C(C(C7C(O6)COC(O7)C8=CC=CS8)O)O. Drug 2: CC1C(C(=O)NC(C(=O)N2CCCC2C(=O)N(CC(=O)N(C(C(=O)O1)C(C)C)C)C)C(C)C)NC(=O)C3=C4C(=C(C=C3)C)OC5=C(C(=O)C(=C(C5=N4)C(=O)NC6C(OC(=O)C(N(C(=O)CN(C(=O)C7CCCN7C(=O)C(NC6=O)C(C)C)C)C)C(C)C)C)N)C. Cell line: T-47D. Synergy scores: CSS=28.1, Synergy_ZIP=-5.30, Synergy_Bliss=0.846, Synergy_Loewe=0.816, Synergy_HSA=0.945. (4) Drug 1: C1=CC=C(C=C1)NC(=O)CCCCCCC(=O)NO. Drug 2: CN(C(=O)NC(C=O)C(C(C(CO)O)O)O)N=O. Cell line: OVCAR-5. Synergy scores: CSS=12.8, Synergy_ZIP=-7.89, Synergy_Bliss=-5.52, Synergy_Loewe=-39.5, Synergy_HSA=-4.60. (5) Drug 1: CCC1(CC2CC(C3=C(CCN(C2)C1)C4=CC=CC=C4N3)(C5=C(C=C6C(=C5)C78CCN9C7C(C=CC9)(C(C(C8N6C=O)(C(=O)OC)O)OC(=O)C)CC)OC)C(=O)OC)O.OS(=O)(=O)O. Drug 2: CN(C(=O)NC(C=O)C(C(C(CO)O)O)O)N=O. Cell line: UACC-257. Synergy scores: CSS=4.33, Synergy_ZIP=-4.02, Synergy_Bliss=-5.65, Synergy_Loewe=-15.2, Synergy_HSA=-5.67. (6) Drug 1: CC1=C(C=C(C=C1)C(=O)NC2=CC(=CC(=C2)C(F)(F)F)N3C=C(N=C3)C)NC4=NC=CC(=N4)C5=CN=CC=C5. Drug 2: C1CNP(=O)(OC1)N(CCCl)CCCl. Cell line: MCF7. Synergy scores: CSS=-3.68, Synergy_ZIP=0.500, Synergy_Bliss=-2.07, Synergy_Loewe=-3.45, Synergy_HSA=-4.39. (7) Drug 1: C1=NC(=NC(=O)N1C2C(C(C(O2)CO)O)O)N. Drug 2: CC(C)NC(=O)C1=CC=C(C=C1)CNNC.Cl. Cell line: BT-549. Synergy scores: CSS=30.2, Synergy_ZIP=-8.05, Synergy_Bliss=-0.604, Synergy_Loewe=-31.4, Synergy_HSA=-0.350.